From a dataset of Reaction yield outcomes from USPTO patents with 853,638 reactions. Predict the reaction yield, written as a fraction of the theoretical maximum amount of product (1.0 means a 100% yield; for example, 0.34 means a 34% yield). (1) The reactants are C([O:3][C:4](=[O:18])[C:5]([CH3:17])([S:7]([CH2:10][CH2:11][CH2:12][C:13](F)(F)F)(=[O:9])=[O:8])[CH3:6])C.[CH3:19][Si](C)(C)[O-].[K+].Cl. The catalyst is C1COCC1. The product is [CH3:17][C:5]([S:7]([CH2:10][CH2:11][CH:12]([CH3:13])[CH3:19])(=[O:8])=[O:9])([CH3:6])[C:4]([OH:3])=[O:18]. The yield is 0.930. (2) The reactants are [C:1]([C:5]1[CH:6]=[CH:7][CH:8]=[C:9]2[C:14]=1[N:13]=[C:12]([C:15]1[N:19]3[CH:20]=[C:21]([CH:24]([N:26]4[CH2:30][CH2:29][C@H:28]([NH:31]C(=O)OC(C)(C)C)[CH2:27]4)[CH3:25])[CH:22]=[CH:23][C:18]3=[N:17][N:16]=1)[CH:11]=[CH:10]2)([CH3:4])([CH3:3])[CH3:2].[ClH:39]. The catalyst is C(Cl)Cl.CC(O)C. The product is [ClH:39].[ClH:39].[ClH:39].[C:1]([C:5]1[CH:6]=[CH:7][CH:8]=[C:9]2[C:14]=1[N:13]=[C:12]([C:15]1[N:19]3[CH:20]=[C:21]([CH:24]([N:26]4[CH2:30][CH2:29][C@H:28]([NH2:31])[CH2:27]4)[CH3:25])[CH:22]=[CH:23][C:18]3=[N:17][N:16]=1)[CH:11]=[CH:10]2)([CH3:2])([CH3:3])[CH3:4]. The yield is 0.947. (3) The reactants are [NH2:1][C:2]1[CH:3]=[C:4]([OH:9])[CH:5]=[CH:6][C:7]=1[F:8].C(=O)([O-])O.[Na+].[Cl:15][C:16]1[C:24]([C:25]2([C:28]#[N:29])[CH2:27][CH2:26]2)=[CH:23][CH:22]=[CH:21][C:17]=1[C:18](Cl)=[O:19]. The catalyst is O1CCCC1. The product is [Cl:15][C:16]1[C:24]([C:25]2([C:28]#[N:29])[CH2:27][CH2:26]2)=[CH:23][CH:22]=[CH:21][C:17]=1[C:18]([NH:1][C:2]1[CH:3]=[C:4]([OH:9])[CH:5]=[CH:6][C:7]=1[F:8])=[O:19]. The yield is 1.00. (4) The reactants are [CH2:1]([C@H:8]1[CH2:12][O:11][C:10](=[O:13])[NH:9]1)[C:2]1[CH:7]=[CH:6][CH:5]=[CH:4][CH:3]=1.[Li]CCCC.[F:19][C:20]([F:28])([F:27])[C:21]([CH3:26])=[CH:22][C:23](Cl)=[O:24].O. The catalyst is C1COCC1.CCO. The product is [CH2:1]([C@H:8]1[CH2:12][O:11][C:10](=[O:13])[N:9]1[C:23](=[O:24])/[CH:22]=[C:21](\[CH3:26])/[C:20]([F:28])([F:27])[F:19])[C:2]1[CH:3]=[CH:4][CH:5]=[CH:6][CH:7]=1. The yield is 0.840. (5) The reactants are CO[CH2:3][C:4]1[CH:5]=[C:6]([N:10]([CH2:18][C:19]2[CH:24]=[CH:23][CH:22]=[C:21]([O:25][C:26]([F:31])([F:30])[CH:27]([F:29])[F:28])[CH:20]=2)[CH2:11][CH:12]([OH:17])[C:13]([F:16])([F:15])[F:14])[CH:7]=[CH:8][CH:9]=1.B(Br)(Br)[Br:33].COC. The yield is 0.590. The product is [Br:33][CH2:3][C:4]1[CH:5]=[C:6]([N:10]([CH2:18][C:19]2[CH:24]=[CH:23][CH:22]=[C:21]([O:25][C:26]([F:31])([F:30])[CH:27]([F:29])[F:28])[CH:20]=2)[CH2:11][CH:12]([OH:17])[C:13]([F:16])([F:15])[F:14])[CH:7]=[CH:8][CH:9]=1. The catalyst is ClCCl. (6) The reactants are [C:1]([C:3]1[CH:21]=[CH:20][C:6]([C:7]([NH:9][C:10]2[CH:19]=[CH:18][C:13]([C:14](OC)=[O:15])=[CH:12][CH:11]=2)=[O:8])=[CH:5][CH:4]=1)#[N:2].O.[NH2:23][NH2:24]. The catalyst is CCO. The product is [C:1]([C:3]1[CH:21]=[CH:20][C:6]([C:7]([NH:9][C:10]2[CH:19]=[CH:18][C:13]([C:14]([NH:23][NH2:24])=[O:15])=[CH:12][CH:11]=2)=[O:8])=[CH:5][CH:4]=1)#[N:2]. The yield is 0.640. (7) The reactants are [H-].[Na+].[CH2:3]([SH:10])[C:4]1[CH:9]=[CH:8][CH:7]=[CH:6][CH:5]=1.[Br:11][C:12]1[CH:17]=[CH:16][C:15](F)=[CH:14][C:13]=1[O:19][CH:20]([CH3:22])[CH3:21]. The catalyst is CN(C)C=O.C(Cl)Cl. The product is [Br:11][C:12]1[CH:17]=[CH:16][C:15]([S:10][CH2:3][C:4]2[CH:9]=[CH:8][CH:7]=[CH:6][CH:5]=2)=[CH:14][C:13]=1[O:19][CH:20]([CH3:22])[CH3:21]. The yield is 0.0900.